From a dataset of Retrosynthesis with 50K atom-mapped reactions and 10 reaction types from USPTO. Predict the reactants needed to synthesize the given product. (1) Given the product CN(C(=O)OC(C)(C)C)[C@@H](CNS(C)(=O)=O)Cc1ccccc1, predict the reactants needed to synthesize it. The reactants are: CN(C(=O)OC(C)(C)C)[C@@H](CN)Cc1ccccc1.CS(=O)(=O)Cl. (2) Given the product Cc1n[nH]c(C)c1[C@H](C)NC(=O)COc1cc(C(F)(F)F)c2c(-c3ccccc3)nn(C)c2n1, predict the reactants needed to synthesize it. The reactants are: Cc1n[nH]c(C)c1C(C)N.Cn1nc(-c2ccccc2)c2c(C(F)(F)F)cc(OCC(=O)O)nc21. (3) Given the product CC(C)(C)OC(=O)N1CC(=O)[C@H](CNC(=O)c2ccc(Cl)s2)C1, predict the reactants needed to synthesize it. The reactants are: CC(C)(C)OC(=O)N1C[C@@H](O)[C@H](CNC(=O)c2ccc(Cl)s2)C1. (4) Given the product CC(=O)N[C@@H](Cc1ccccc1)C(=O)O, predict the reactants needed to synthesize it. The reactants are: CC(=O)NC(=Cc1ccccc1)C(=O)O. (5) Given the product CC(C)c1nnc2ccc(-c3sc(N4CCCCC4)nc3-c3ccc(F)cc3F)nn12, predict the reactants needed to synthesize it. The reactants are: CC(C)c1nnc2ccc(C(Br)C(=O)c3ccc(F)cc3F)nn12.NC(=S)N1CCCCC1. (6) Given the product CC(=O)OC[C@H]1O[C@@H](Oc2nn(CCO)c(C(C)C)c2Cc2ccccc2OCc2ccccc2)[C@H](OC(C)=O)[C@@H](OC(C)=O)[C@@H]1OC(C)=O, predict the reactants needed to synthesize it. The reactants are: BrCc1ccccc1.CC(=O)OC[C@H]1O[C@@H](Oc2nn(CCO)c(C(C)C)c2Cc2ccccc2O)[C@H](OC(C)=O)[C@@H](OC(C)=O)[C@@H]1OC(C)=O.